From a dataset of Forward reaction prediction with 1.9M reactions from USPTO patents (1976-2016). Predict the product of the given reaction. (1) The product is: [Cl:10][C:11]1[N:16]=[C:15]([N:8]2[CH2:7][CH2:6][NH:5][CH:4]([CH:1]([CH3:3])[CH3:2])[CH2:9]2)[CH:14]=[CH:13][N:12]=1. Given the reactants [CH:1]([CH:4]1[CH2:9][NH:8][CH2:7][CH2:6][NH:5]1)([CH3:3])[CH3:2].[Cl:10][C:11]1[N:16]=[C:15](Cl)[CH:14]=[CH:13][N:12]=1, predict the reaction product. (2) Given the reactants Br[C:2]1[CH:7]=[CH:6][C:5]([C:8]([N:10]2[CH2:15][CH2:14][N:13]([C:16]3[CH:21]=[CH:20][C:19]([Cl:22])=[CH:18][C:17]=3[Cl:23])[CH2:12][CH2:11]2)=[O:9])=[CH:4][CH:3]=1.[O:24]1[CH2:28][CH2:27][NH:26][C:25]1=[O:29], predict the reaction product. The product is: [Cl:23][C:17]1[CH:18]=[C:19]([Cl:22])[CH:20]=[CH:21][C:16]=1[N:13]1[CH2:14][CH2:15][N:10]([C:8]([C:5]2[CH:6]=[CH:7][C:2]([N:26]3[CH2:27][CH2:28][O:24][C:25]3=[O:29])=[CH:3][CH:4]=2)=[O:9])[CH2:11][CH2:12]1.